From a dataset of Full USPTO retrosynthesis dataset with 1.9M reactions from patents (1976-2016). Predict the reactants needed to synthesize the given product. (1) Given the product [Cl:1][C:2]1[C:3]([N:12]([CH2:27][C:28]2[CH:33]=[CH:32][C:31]([CH:34]([CH3:36])[CH3:35])=[CH:30][CH:29]=2)[S:13]([C:16]2[CH:25]=[CH:24][C:19]([C:20]([O:22][CH3:23])=[O:21])=[CH:18][CH:17]=2)(=[O:15])=[O:14])=[N:4][CH:5]=[C:6]([C:8]([F:11])([F:9])[F:10])[CH:7]=1, predict the reactants needed to synthesize it. The reactants are: [Cl:1][C:2]1[C:3]([NH:12][S:13]([C:16]2[CH:25]=[CH:24][C:19]([C:20]([O:22][CH3:23])=[O:21])=[CH:18][CH:17]=2)(=[O:15])=[O:14])=[N:4][CH:5]=[C:6]([C:8]([F:11])([F:10])[F:9])[CH:7]=1.Cl[CH2:27][C:28]1[CH:33]=[CH:32][C:31]([CH:34]([CH3:36])[CH3:35])=[CH:30][CH:29]=1. (2) Given the product [C:26]([O:25][C:23]([N:18]1[C:19]2[C:15](=[C:14]([F:13])[CH:22]=[CH:21][CH:20]=2)[CH:16]=[C:17]1[B:30]([OH:35])[OH:31])=[O:24])([CH3:29])([CH3:28])[CH3:27], predict the reactants needed to synthesize it. The reactants are: C(NC(C)C)(C)C.[Li]CCCC.[F:13][C:14]1[CH:22]=[CH:21][CH:20]=[C:19]2[C:15]=1[CH:16]=[CH:17][N:18]2[C:23]([O:25][C:26]([CH3:29])([CH3:28])[CH3:27])=[O:24].[B:30](OC(C)C)([O:35]C(C)C)[O:31]C(C)C. (3) Given the product [CH:1]1[C:11]2[CH2:10][C:9]3([CH2:15][CH2:14][CH:13]([N:16]4[CH2:17][CH:18]=[C:19]([C:22]([OH:24])=[O:23])[CH2:20][CH2:21]4)[CH2:12]3)[C:8]3[CH:26]=[CH:27][CH:28]=[CH:29][C:7]=3[O:6][C:5]=2[CH:4]=[CH:3][CH:2]=1, predict the reactants needed to synthesize it. The reactants are: [CH:1]1[C:11]2[CH2:10][C:9]3([CH2:15][CH2:14][CH:13]([N:16]4[CH2:21][CH:20]=[C:19]([C:22]([O:24]C)=[O:23])[CH2:18][CH2:17]4)[CH2:12]3)[C:8]3[CH:26]=[CH:27][CH:28]=[CH:29][C:7]=3[O:6][C:5]=2[CH:4]=[CH:3][CH:2]=1.O.[OH-].[Li+]. (4) Given the product [CH:15]([NH:18][C:2]1[C:7]([C:8]([O:10][CH2:11][CH3:12])=[O:9])=[CH:6][N:5]=[C:4]([S:13][CH3:14])[N:3]=1)([CH3:17])[CH3:16], predict the reactants needed to synthesize it. The reactants are: Cl[C:2]1[C:7]([C:8]([O:10][CH2:11][CH3:12])=[O:9])=[CH:6][N:5]=[C:4]([S:13][CH3:14])[N:3]=1.[CH:15]([NH2:18])([CH3:17])[CH3:16].O. (5) Given the product [ClH:43].[O:20]=[C:19]1[NH:18][N:17]=[CH:16][C:15]2[N:21]=[C:11]([C:8]3[CH:7]=[CH:6][C:5]([C:3]([O:2][CH3:1])=[O:4])=[CH:10][CH:9]=3)[N:12]=[C:13]([NH:22][C:23]3[CH:24]=[CH:25][C:26]([CH2:27][N:28]4[CH2:33][CH2:32][NH:31][CH2:30][CH2:29]4)=[CH:41][CH:42]=3)[C:14]1=2, predict the reactants needed to synthesize it. The reactants are: [CH3:1][O:2][C:3]([C:5]1[CH:10]=[CH:9][C:8]([C:11]2[N:12]=[C:13]([NH:22][C:23]3[CH:42]=[CH:41][C:26]([CH2:27][N:28]4[CH2:33][CH2:32][N:31](C(OC(C)(C)C)=O)[CH2:30][CH2:29]4)=[CH:25][CH:24]=3)[C:14]3[C:19](=[O:20])[NH:18][N:17]=[CH:16][C:15]=3[N:21]=2)=[CH:7][CH:6]=1)=[O:4].[ClH:43]. (6) Given the product [N+:1]([C:4]1[CH:13]=[CH:12][CH:11]=[C:10]2[C:5]=1[CH:6]=[CH:7][N+:8]([O-:14])=[CH:9]2)([O-:3])=[O:2], predict the reactants needed to synthesize it. The reactants are: [N+:1]([C:4]1[CH:13]=[CH:12][CH:11]=[C:10]2[C:5]=1[CH:6]=[CH:7][N:8]=[CH:9]2)([O-:3])=[O:2].[OH:14]O.